Dataset: Forward reaction prediction with 1.9M reactions from USPTO patents (1976-2016). Task: Predict the product of the given reaction. (1) The product is: [Br:1][C:2]1[N:7]=[C:6]([C:8]#[C:9][CH2:10][O:11][C@@H:12]2[CH2:16][O:15][C@@H:14]3[C@H:17]([O:20][Si:21]([C:24]([CH3:25])([CH3:26])[CH3:27])([CH3:22])[CH3:23])[CH2:18][O:19][C@H:13]23)[C:5]([NH:28][C:37](=[O:38])[O:39][C:40]([CH3:43])([CH3:42])[CH3:41])=[CH:4][C:3]=1[Cl:29]. Given the reactants [Br:1][C:2]1[N:7]=[C:6]([C:8]#[C:9][CH2:10][O:11][C@@H:12]2[CH2:16][O:15][C@@H:14]3[C@H:17]([O:20][Si:21]([C:24]([CH3:27])([CH3:26])[CH3:25])([CH3:23])[CH3:22])[CH2:18][O:19][C@H:13]23)[C:5]([NH2:28])=[CH:4][C:3]=1[Cl:29].CCN(CC)CC.[C:37](O[C:37]([O:39][C:40]([CH3:43])([CH3:42])[CH3:41])=[O:38])([O:39][C:40]([CH3:43])([CH3:42])[CH3:41])=[O:38], predict the reaction product. (2) Given the reactants C([Li])CCC.I[C:7]1[C:15]2[CH:14]=[N:13][CH:12]=[N:11][C:10]=2[N:9]([CH:16]([CH3:18])[CH3:17])[CH:8]=1.[Br:19][C:20]1[CH:25]=[CH:24][N:23]=[C:22]([C:26](N(OC)C)=[O:27])[CH:21]=1.[NH4+].[Cl-], predict the reaction product. The product is: [Br:19][C:20]1[CH:25]=[CH:24][N:23]=[C:22]([C:26]([C:7]2[C:15]3[CH:14]=[N:13][CH:12]=[N:11][C:10]=3[N:9]([CH:16]([CH3:18])[CH3:17])[CH:8]=2)=[O:27])[CH:21]=1. (3) Given the reactants [Cl:1][C:2]1[CH:9]=[CH:8][C:5]([CH2:6]Cl)=[CH:4][CH:3]=1.[Br:10][C:11]1[CH:12]=[C:13]([CH2:17][C:18](=[O:20])[CH3:19])[CH:14]=[N:15][CH:16]=1, predict the reaction product. The product is: [Br:10][C:11]1[CH:12]=[C:13]([CH:17]([CH2:6][C:5]2[CH:8]=[CH:9][C:2]([Cl:1])=[CH:3][CH:4]=2)[CH:18]([OH:20])[CH3:19])[CH:14]=[N:15][CH:16]=1. (4) The product is: [Cl:1][C:2]1[CH:22]=[CH:21][C:20]([CH:23]2[CH:28]([OH:29])[CH:27]([OH:37])[CH:26]([OH:45])[CH:25]([CH2:53][OH:54])[O:24]2)=[CH:19][C:3]=1[CH2:4][C:5]1[N:6]=[N:7][C:8]([C:11]#[C:12][C:13]2[CH:18]=[CH:17][CH:16]=[CH:15][CH:14]=2)=[CH:9][CH:10]=1. Given the reactants [Cl:1][C:2]1[CH:22]=[CH:21][C:20]([C@H:23]2[C@H:28]([O:29]CC3C=CC=CC=3)[C@@H:27]([O:37]CC3C=CC=CC=3)[C@H:26]([O:45]CC3C=CC=CC=3)[C@@H:25]([CH2:53][O:54]CC3C=CC=CC=3)[O:24]2)=[CH:19][C:3]=1[CH2:4][C:5]1[N:6]=[N:7][C:8]([C:11]#[C:12][C:13]2[CH:18]=[CH:17][CH:16]=[CH:15][CH:14]=2)=[CH:9][CH:10]=1.FC(F)(F)S(O[Si](C)(C)C)(=O)=O.C[O-].[Na+].[H][H], predict the reaction product.